From a dataset of Forward reaction prediction with 1.9M reactions from USPTO patents (1976-2016). Predict the product of the given reaction. (1) Given the reactants [NH2:1][C:2]1[CH:3]=[C:4]([OH:12])[C:5](=[CH:10][CH:11]=1)[C:6]([O:8]C)=[O:7].[Br:13][C:14]1[CH:15]=[C:16]([CH:22]=[CH:23][CH:24]=1)[CH2:17][S:18](Cl)(=[O:20])=[O:19].N1C=CC=CC=1.[OH-].[Na+].OP(O)(O)=O, predict the reaction product. The product is: [Br:13][C:14]1[CH:15]=[C:16]([CH:22]=[CH:23][CH:24]=1)[CH2:17][S:18]([NH:1][C:2]1[CH:11]=[CH:10][C:5]([C:6]([OH:8])=[O:7])=[C:4]([OH:12])[CH:3]=1)(=[O:20])=[O:19]. (2) Given the reactants [O:1]([C:8]1[CH:9]=[C:10]([NH:14][CH2:15][C:16]2[CH:21]=[CH:20][CH:19]=[C:18]([O:22][CH2:23][C:24]([F:27])([F:26])[F:25])[CH:17]=2)[CH:11]=[CH:12][CH:13]=1)[C:2]1[CH:7]=[CH:6][CH:5]=[CH:4][CH:3]=1.[F:28][C:29]([F:34])([F:33])[CH:30]1[O:32][CH2:31]1, predict the reaction product. The product is: [O:1]([C:8]1[CH:9]=[C:10]([N:14]([CH2:15][C:16]2[CH:21]=[CH:20][CH:19]=[C:18]([O:22][CH2:23][C:24]([F:25])([F:26])[F:27])[CH:17]=2)[CH2:31][CH:30]([OH:32])[C:29]([F:34])([F:33])[F:28])[CH:11]=[CH:12][CH:13]=1)[C:2]1[CH:7]=[CH:6][CH:5]=[CH:4][CH:3]=1. (3) Given the reactants [Cl:1][C:2]1[CH:3]=[C:4](I)[CH:5]=[C:6]([Cl:8])[CH:7]=1.[Cl:10][C:11]1[CH:12]=[C:13]([SH:18])[CH:14]=[C:15]([Cl:17])[CH:16]=1.C(=O)([O-])[O-].[K+].[K+], predict the reaction product. The product is: [Cl:1][C:2]1[CH:3]=[C:4]([S:18][C:13]2[CH:14]=[C:15]([Cl:17])[CH:16]=[C:11]([Cl:10])[CH:12]=2)[CH:5]=[C:6]([Cl:8])[CH:7]=1. (4) Given the reactants CS(O[C@H:6]1[CH2:9][C@H:8]([NH:10][C:11]([O:13][C:14]([CH3:17])([CH3:16])[CH3:15])=[O:12])[CH2:7]1)(=O)=O.[N-:18]=[N+:19]=[N-:20].[Na+], predict the reaction product. The product is: [C:14]([O:13][C:11](=[O:12])[NH:10][C@H:8]1[CH2:9][C@@H:6]([N:18]=[N+:19]=[N-:20])[CH2:7]1)([CH3:17])([CH3:16])[CH3:15]. (5) The product is: [OH:7][C@@:6]1([C:19]([F:21])([F:20])[F:18])[CH2:5][CH2:4][N:3]([C:8]([O:10][CH2:11][C:12]2[CH:17]=[CH:16][CH:15]=[CH:14][CH:13]=2)=[O:9])[C@H:2]1[CH3:1]. Given the reactants [CH3:1][C@H:2]1[C:6](=[O:7])[CH2:5][CH2:4][N:3]1[C:8]([O:10][CH2:11][C:12]1[CH:17]=[CH:16][CH:15]=[CH:14][CH:13]=1)=[O:9].[F:18][C:19]([Si](C)(C)C)([F:21])[F:20].[F-].C([N+](CCCC)(CCCC)CCCC)CCC.C1COCC1.O, predict the reaction product. (6) Given the reactants [OH:1][C:2]1[C:15]2[C:14](=[O:16])[C:13]3[C:8](=[C:9]([OH:20])[CH:10]=[CH:11][C:12]=3[N+:17]([O-])=O)[C:7](=[O:21])[C:6]=2[C:5]([N+:22]([O-:24])=[O:23])=[CH:4][CH:3]=1.[CH3:25][C:26]1[CH:32]=[CH:31][CH:30]=[CH:29][C:27]=1N, predict the reaction product. The product is: [CH3:25][C:26]1[CH:32]=[CH:31][CH:30]=[CH:29][C:27]=1[NH:17][C:12]1[CH:11]=[CH:10][C:9]([OH:20])=[C:8]2[C:13]=1[C:14](=[O:16])[C:15]1[C:2]([OH:1])=[CH:3][CH:4]=[C:5]([N+:22]([O-:24])=[O:23])[C:6]=1[C:7]2=[O:21].